Task: Predict which catalyst facilitates the given reaction.. Dataset: Catalyst prediction with 721,799 reactions and 888 catalyst types from USPTO (1) Reactant: [CH2:1]([C@H:8]([NH:29]C(=O)OC(C)(C)C)[C@@H:9]([OH:28])[CH:10]([NH:16][S:17]([C:20]1[CH:25]=[CH:24][C:23]([O:26][CH3:27])=[CH:22][CH:21]=1)(=[O:19])=[O:18])OC(CC)C)[C:2]1[CH:7]=[CH:6][CH:5]=[CH:4][CH:3]=1. Product: [NH2:29][C@@H:8]([CH2:1][C:2]1[CH:7]=[CH:6][CH:5]=[CH:4][CH:3]=1)[C@H:9]([OH:28])[CH2:10][N:16]([O:26][CH:23]([CH2:22][CH3:21])[CH3:24])[S:17]([C:20]1[CH:25]=[CH:24][C:23]([O:26][CH3:27])=[CH:22][CH:21]=1)(=[O:18])=[O:19]. The catalyst class is: 55. (2) Reactant: C(Cl)(=O)C(Cl)=O.[CH3:7][S:8]([CH3:10])=O.[F:11][C:12]1[CH:17]=[CH:16][C:15]([CH:18]([OH:29])[CH2:19][N:20]2[C:24]([CH3:25])=[CH:23][CH:22]=[C:21]2[C:26]([OH:28])=[O:27])=[CH:14][CH:13]=1.C(N(CC)CC)C. Product: [F:11][C:12]1[CH:13]=[CH:14][C:15]([C:18](=[O:29])[CH2:19][N:20]2[C:24]([CH3:25])=[CH:23][CH:22]=[C:21]2[C:26]([O:28][CH2:7][S:8][CH3:10])=[O:27])=[CH:16][CH:17]=1. The catalyst class is: 2. (3) Reactant: N([C:3]([CH3:9])([CH3:8])[C:4]([O:6]C)=[O:5])=N[C:3]([CH3:9])([CH3:8])[C:4]([O:6]C)=[O:5].C(O)(=O)C(C)=C.[C:23]([O:28][CH2:29][CH3:30])(=[O:27])[C:24]([CH3:26])=[CH2:25]. Product: [C:23]([O:28][CH2:29][CH3:30])(=[O:27])[C:24]([CH3:26])=[CH2:25].[C:4]([OH:6])(=[O:5])[C:3]([CH3:9])=[CH2:8]. The catalyst class is: 311.